From a dataset of NCI-60 drug combinations with 297,098 pairs across 59 cell lines. Regression. Given two drug SMILES strings and cell line genomic features, predict the synergy score measuring deviation from expected non-interaction effect. (1) Drug 1: C1CCN(CC1)CCOC2=CC=C(C=C2)C(=O)C3=C(SC4=C3C=CC(=C4)O)C5=CC=C(C=C5)O. Drug 2: CC12CCC3C(C1CCC2=O)CC(=C)C4=CC(=O)C=CC34C. Cell line: SK-MEL-2. Synergy scores: CSS=51.0, Synergy_ZIP=0.576, Synergy_Bliss=1.66, Synergy_Loewe=0.518, Synergy_HSA=0.297. (2) Drug 1: CC(CN1CC(=O)NC(=O)C1)N2CC(=O)NC(=O)C2. Drug 2: CCN(CC)CCCC(C)NC1=C2C=C(C=CC2=NC3=C1C=CC(=C3)Cl)OC. Cell line: MOLT-4. Synergy scores: CSS=84.1, Synergy_ZIP=6.60, Synergy_Bliss=7.22, Synergy_Loewe=9.21, Synergy_HSA=10.2. (3) Drug 1: C1CC(=O)NC(=O)C1N2CC3=C(C2=O)C=CC=C3N. Drug 2: C1C(C(OC1N2C=NC3=C2NC=NCC3O)CO)O. Cell line: SNB-19. Synergy scores: CSS=7.33, Synergy_ZIP=0.219, Synergy_Bliss=1.08, Synergy_Loewe=5.78, Synergy_HSA=2.20.